Predict the reaction yield, written as a fraction of the theoretical maximum amount of product (1.0 means a 100% yield; for example, 0.34 means a 34% yield). From a dataset of Reaction yield outcomes from USPTO patents with 853,638 reactions. The catalyst is CCCCO. The yield is 0.270. The product is [Br:1][C:2]1[C:3]([N:23]2[CH2:28][CH2:27][CH2:26][C@@H:25]([NH:29][C:30](=[O:36])[O:31][C:32]([CH3:34])([CH3:33])[CH3:35])[CH2:24]2)=[C:4]2[C:10]([NH:11][C:12](=[O:21])[C:13]3[CH:18]=[CH:17][CH:16]=[C:15]([O:19][CH3:20])[N:14]=3)=[CH:9][NH:8][C:5]2=[N:6][CH:7]=1. The reactants are [Br:1][C:2]1[C:3](F)=[C:4]2[C:10]([NH:11][C:12](=[O:21])[C:13]3[CH:18]=[CH:17][CH:16]=[C:15]([O:19][CH3:20])[N:14]=3)=[CH:9][NH:8][C:5]2=[N:6][CH:7]=1.[NH:23]1[CH2:28][CH2:27][CH2:26][C@@H:25]([NH:29][C:30](=[O:36])[O:31][C:32]([CH3:35])([CH3:34])[CH3:33])[CH2:24]1.